Dataset: Forward reaction prediction with 1.9M reactions from USPTO patents (1976-2016). Task: Predict the product of the given reaction. The product is: [CH2:22]([C@@H:29]1[CH2:33][O:32][C:31](=[O:34])[N:30]1[C:13]([C@H:8]1[C@H:9]([CH3:12])[C:10](=[O:11])[N:6]([CH2:5][C:4]2[CH:16]=[CH:17][C:18]([O:20][CH3:21])=[CH:19][C:3]=2[O:2][CH3:1])[CH2:7]1)=[O:15])[C:23]1[CH:24]=[CH:25][CH:26]=[CH:27][CH:28]=1. Given the reactants [CH3:1][O:2][C:3]1[CH:19]=[C:18]([O:20][CH3:21])[CH:17]=[CH:16][C:4]=1[CH2:5][N:6]1[C:10](=[O:11])[C@@H:9]([CH3:12])[C@H:8]([C:13]([OH:15])=O)[CH2:7]1.[CH2:22]([C@@H:29]1[CH2:33][O:32][C:31](=[O:34])[NH:30]1)[C:23]1[CH:28]=[CH:27][CH:26]=[CH:25][CH:24]=1.CCN=C=NCCCN(C)C.Cl, predict the reaction product.